From a dataset of Experimentally validated miRNA-target interactions with 360,000+ pairs, plus equal number of negative samples. Binary Classification. Given a miRNA mature sequence and a target amino acid sequence, predict their likelihood of interaction. The protein sequence of the target gene is MADSGLLLKRGSCRSTWLRVRKARPQLILSRRPRRRLGSLRWCGRRRLRWRLLQAQASGVDWREGARQVSRAAAARRPNTATPSPIPSPTPASEPESEPELESASSCHRPLLIPPVRPVGPGRALLLLPVEQGFTFSGICRVTCLYGQVQVFGFTISQGQPAQDIFSVYTHSCLSIHALHYSQPEKSKKELKREARNLLKSHLNLDDRRWSMQNFSPQCSIVLLEHLKTATVNFITSYPGSSYIFVQESPTPQIKPEYLALRSVGIRREKKRKGLQLTESTLSALEELVNVSCEEVDGCP.... Result: 1 (interaction). The miRNA is hsa-miR-6749-3p with sequence CUCCUCCCCUGCCUGGCCCAG.